From a dataset of Reaction yield outcomes from USPTO patents with 853,638 reactions. Predict the reaction yield, written as a fraction of the theoretical maximum amount of product (1.0 means a 100% yield; for example, 0.34 means a 34% yield). (1) The reactants are [CH3:1][O:2][CH:3]1[C:8](=O)[CH2:7][CH2:6][O:5][CH2:4]1.C([O-])=O.[NH4+:13]. The catalyst is [Pd].O.CO. The product is [CH3:1][O:2][C@H:3]1[C@@H:8]([NH2:13])[CH2:7][CH2:6][O:5][CH2:4]1. The yield is 0.490. (2) The reactants are [CH2:1]([N:5]([CH2:12][CH2:13][CH2:14][CH3:15])[C:6]1[CH:11]=[CH:10][CH:9]=[CH:8][CH:7]=1)[CH2:2][CH2:3][CH3:4].BrNC1C=CC=CC=1.BrN1[C:29](=[O:30])[CH2:28][CH2:27]C1=O. No catalyst specified. The product is [CH2:1]([N:5]([C:6]1[CH:11]=[CH:10][CH:9]=[CH:8][C:7]=1[CH:27]=[CH:28][CH:29]=[O:30])[CH2:12][CH2:13][CH2:14][CH3:15])[CH2:2][CH2:3][CH3:4]. The yield is 0.600. (3) The reactants are [CH3:1][O:2][C:3]([CH:5](P(OC)(OC)=O)[NH:6][C:7]([O:9][CH2:10][C:11]1[CH:16]=[CH:15][CH:14]=[CH:13][CH:12]=1)=[O:8])=[O:4].[F:23][C:24]1[CH:31]=[CH:30][C:29]([F:32])=[CH:28][C:25]=1[CH:26]=O.C1CCN2C(=NCCC2)CC1. The catalyst is C(Cl)Cl. The product is [CH2:10]([O:9][C:7]([NH:6]/[C:5](=[CH:26]\[C:25]1[CH:28]=[C:29]([F:32])[CH:30]=[CH:31][C:24]=1[F:23])/[C:3]([O:2][CH3:1])=[O:4])=[O:8])[C:11]1[CH:12]=[CH:13][CH:14]=[CH:15][CH:16]=1. The yield is 0.820. (4) The reactants are [I-:1].[Na+].Cl[CH2:4][CH2:5][CH2:6][C:7]([C:9]1[CH:14]=[CH:13][CH:12]=[CH:11][CH:10]=1)=[O:8]. The catalyst is CC(C)=O. The product is [I:1][CH2:4][CH2:5][CH2:6][C:7]([C:9]1[CH:14]=[CH:13][CH:12]=[CH:11][CH:10]=1)=[O:8]. The yield is 0.590. (5) The reactants are [I:1][C:2]1[CH:7]=[CH:6][C:5]([O:8][CH3:9])=[CH:4][C:3]=1[S:10][C:11]1[NH:12][C:13]2[C:18]([N:19]=1)=[C:17]([NH2:20])[N:16]=[CH:15][N:14]=2.Br[CH2:22][CH2:23][Cl:24].C([O-])([O-])=O.[K+].[K+]. The catalyst is CN(C=O)C. The product is [Cl:24][CH2:23][CH2:22][N:12]1[C:11]([S:10][C:3]2[CH:4]=[C:5]([O:8][CH3:9])[CH:6]=[CH:7][C:2]=2[I:1])=[N:19][C:18]2[C:13]1=[N:14][CH:15]=[N:16][C:17]=2[NH2:20]. The yield is 0.210. (6) The reactants are Cl[C:2]1[CH:7]=[C:6]([Cl:8])[N:5]=[N:4][C:3]=1[C:9]([O:11][CH2:12][CH3:13])=[O:10].[CH:14]1([C:17]2[N:22]=[C:21]([NH2:23])[CH:20]=[CH:19][CH:18]=2)[CH2:16][CH2:15]1. The catalyst is C(#N)C. The product is [Cl:8][C:6]1[N:5]=[N:4][C:3]([C:9]([O:11][CH2:12][CH3:13])=[O:10])=[C:2]([NH:23][C:21]2[CH:20]=[CH:19][CH:18]=[C:17]([CH:14]3[CH2:16][CH2:15]3)[N:22]=2)[CH:7]=1. The yield is 0.340.